This data is from Reaction yield outcomes from USPTO patents with 853,638 reactions. The task is: Predict the reaction yield, written as a fraction of the theoretical maximum amount of product (1.0 means a 100% yield; for example, 0.34 means a 34% yield). (1) The product is [Br:1][C:2]1[CH:3]=[C:4]2[C:11]3([C:15](=[O:16])[N:14]([CH2:30][CH2:31][CH3:32])[C:13]([S:17][CH2:24][CH2:35][CH3:34])=[N:12]3)[CH2:10][CH:9]([C:18]3[CH:19]=[CH:20][CH:21]=[CH:22][CH:23]=3)[O:8][C:5]2=[CH:6][CH:7]=1. The reactants are [Br:1][C:2]1[CH:3]=[C:4]2[C:11]3([C:15](=[O:16])[NH:14][C:13](=[S:17])[NH:12]3)[CH2:10][CH:9]([C:18]3[CH:23]=[CH:22][CH:21]=[CH:20][CH:19]=3)[O:8][C:5]2=[CH:6][CH:7]=1.[C:24]([O-])([O-])=O.[K+].[K+].[CH2:30](Br)[CH2:31][CH3:32].[CH3:34][C:35]#N. The yield is 0.900. No catalyst specified. (2) The reactants are Cl[C:2]1[CH:3]=[CH:4][C:5]2[N:12]3[CH2:13][C@H:8]([CH2:9][CH2:10][CH2:11]3)[NH:7][C:6]=2[N:14]=1.[F:15][C:16]([F:23])([F:22])[C@@H:17]1[CH2:21][CH2:20][CH2:19][NH:18]1.CC([O-])(C)C.[K+]. The catalyst is COCCOC.C1(C=CC[Pd+])C=CC=CC=1. The product is [F:15][C:16]([F:23])([F:22])[C@@H:17]1[CH2:21][CH2:20][CH2:19][N:18]1[C:2]1[CH:3]=[CH:4][C:5]2[N:12]3[CH2:13][C@H:8]([CH2:9][CH2:10][CH2:11]3)[NH:7][C:6]=2[N:14]=1. The yield is 0.780. (3) The reactants are [CH3:1][N:2]1[C:10]2[C:5](=[CH:6][CH:7]=[CH:8][C:9]=2[O:11][C:12]2[CH:17]=[CH:16][N:15]=[CH:14][CH:13]=2)[CH:4]=[C:3]1[C:18]([OH:20])=O.CCN([CH:27]([CH3:29])[CH3:28])C(C)C.CN(C(O[N:38]1N=N[C:40]2[CH:41]=[CH:42][CH:43]=[N:44][C:39]1=2)=[N+](C)C)C.F[P-](F)(F)(F)(F)F.[CH:54]1C=NC2N(O)N=NC=2C=1.C[O:65][C:66]1[CH:71]=[CH:70][C:69](N)=CC=1.C[CH2:74][O:75][C:76](C)=O. The catalyst is CN(C=O)C. The product is [C:27]([C:41]1[CH:40]=[C:39]([N:38]2[CH2:69][CH2:70][CH2:71][C:66]2=[O:65])[C:74]([O:75][CH3:76])=[C:43]([NH:44][C:18]([C:3]2[N:2]([CH3:1])[C:10]3[C:5]([CH:4]=2)=[CH:6][CH:7]=[CH:8][C:9]=3[O:11][C:12]2[CH:13]=[CH:14][N:15]=[CH:16][CH:17]=2)=[O:20])[CH:42]=1)([CH3:29])([CH3:54])[CH3:28]. The yield is 0.780. (4) The reactants are C(NC(C1OC2(CCN([C:18](=[O:30])[C:19]3[CH:24]=[CH:23][C:22]([O:25][CH:26]([CH3:28])[CH3:27])=[C:21]([CH3:29])[CH:20]=3)CC2)CN(CC2C=CC=CC=2)C1)=O)C(C)=O. The catalyst is C1COCC1. The product is [CH:26]([O:25][C:22]1[CH:23]=[CH:24][C:19]([CH:18]=[O:30])=[CH:20][C:21]=1[CH3:29])([CH3:28])[CH3:27]. The yield is 0.580. (5) The reactants are [Cl:1][C:2]1[N:7]=[C:6](Cl)[C:5]([Cl:9])=[CH:4][N:3]=1.[C:10]1([C@@H:16]([CH2:18][OH:19])[NH2:17])[CH:15]=[CH:14][CH:13]=[CH:12][CH:11]=1.CCN(C(C)C)C(C)C.C(Cl)Cl.CO. The catalyst is CC(O)C. The product is [Cl:1][C:2]1[N:7]=[C:6]([NH:17][C@@H:16]([C:10]2[CH:15]=[CH:14][CH:13]=[CH:12][CH:11]=2)[CH2:18][OH:19])[C:5]([Cl:9])=[CH:4][N:3]=1. The yield is 0.788. (6) The reactants are [OH:1][C:2]1[C:3]([C:16]2[CH:17]=[C:18]([CH:24]=[CH:25][C:26]([O:28]CC)=[O:27])[CH:19]=[CH:20][C:21]=2[O:22][CH3:23])=[CH:4][C:5]2[C:6]([CH3:15])([CH3:14])[CH2:7][CH2:8][C:9]([CH3:13])([CH3:12])[C:10]=2[CH:11]=1.Br[CH:32]([OH:35])[CH2:33][CH3:34]. No catalyst specified. The product is [OH:35][CH2:32][CH2:33][CH2:34][O:1][C:2]1[C:3]([C:16]2[CH:17]=[C:18]([CH:24]=[CH:25][C:26]([OH:28])=[O:27])[CH:19]=[CH:20][C:21]=2[O:22][CH3:23])=[CH:4][C:5]2[C:6]([CH3:14])([CH3:15])[CH2:7][CH2:8][C:9]([CH3:12])([CH3:13])[C:10]=2[CH:11]=1. The yield is 0.470.